Dataset: HIV replication inhibition screening data with 41,000+ compounds from the AIDS Antiviral Screen. Task: Binary Classification. Given a drug SMILES string, predict its activity (active/inactive) in a high-throughput screening assay against a specified biological target. The drug is O=C1c2c(O)cccc2C(C(=O)CCCCC(=O)C2c3cccc(O)c3C(=O)c3c(O)cccc32)c2cccc(O)c21. The result is 0 (inactive).